Dataset: Forward reaction prediction with 1.9M reactions from USPTO patents (1976-2016). Task: Predict the product of the given reaction. (1) Given the reactants [F:1][C:2]1[C:30]([N:31]2[CH2:36][CH2:35][NH:34][CH2:33][CH2:32]2)=[CH:29][C:5]2[N:6]([CH2:17][C:18]3[CH:23]=[CH:22][C:21]([O:24][C:25]([F:28])([F:27])[F:26])=[CH:20][CH:19]=3)[C:7]([CH2:9][O:10][C:11]3[CH:16]=[CH:15][CH:14]=[CH:13][CH:12]=3)=[N:8][C:4]=2[CH:3]=1.[C:37](Cl)(=[O:40])[CH2:38][CH3:39], predict the reaction product. The product is: [F:1][C:2]1[C:30]([N:31]2[CH2:36][CH2:35][N:34]([C:37](=[O:40])[CH2:38][CH3:39])[CH2:33][CH2:32]2)=[CH:29][C:5]2[N:6]([CH2:17][C:18]3[CH:19]=[CH:20][C:21]([O:24][C:25]([F:26])([F:27])[F:28])=[CH:22][CH:23]=3)[C:7]([CH2:9][O:10][C:11]3[CH:12]=[CH:13][CH:14]=[CH:15][CH:16]=3)=[N:8][C:4]=2[CH:3]=1. (2) Given the reactants [Cl:1][C:2]1[CH:3]=[C:4]([S:8]([N:11]2[CH:15]=[C:14]3[CH:16]([NH:19][CH3:20])[CH2:17][CH2:18][C:13]3=[C:12]2[C:21]2[CH:26]=[CH:25][CH:24]=[CH:23][C:22]=2[F:27])(=[O:10])=[O:9])[CH:5]=[CH:6][CH:7]=1.[C:28](=[O:48])(OC1C=CC([N+]([O-])=O)=CC=1)[O:29][CH2:30][C:31]1[O:32][C:33](=[O:37])[O:34][C:35]=1[CH3:36].O, predict the reaction product. The product is: [Cl:1][C:2]1[CH:3]=[C:4]([S:8]([N:11]2[CH:15]=[C:14]3[CH:16]([N:19]([CH3:20])[C:28](=[O:48])[O:29][CH2:30][C:31]4[O:32][C:33](=[O:37])[O:34][C:35]=4[CH3:36])[CH2:17][CH2:18][C:13]3=[C:12]2[C:21]2[CH:26]=[CH:25][CH:24]=[CH:23][C:22]=2[F:27])(=[O:10])=[O:9])[CH:5]=[CH:6][CH:7]=1.